This data is from Forward reaction prediction with 1.9M reactions from USPTO patents (1976-2016). The task is: Predict the product of the given reaction. (1) Given the reactants [NH:1]1[CH:5]=[CH:4][N:3]=[C:2]1[CH2:6][N:7]1[C:20](=[O:21])[C@H:19]([CH2:22][C:23](OC)=[O:24])[CH2:18][C:17]2[CH:16]=[C:15]([Cl:27])[C:14]3[NH:13][N:12]=[CH:11][C:10]=3[C:9]=2[CH2:8]1.O.[OH-].[Li+].[B-](F)(F)(F)F.CN(C(ON1N=NC2C1=CC=CC=2)=[N+](C)C)C.Cl.[O:54]=[C:55]1[N:64]([CH:65]2[CH2:70][CH2:69][NH:68][CH2:67][CH2:66]2)[CH2:63][C:62]2[C:57](=[CH:58][CH:59]=[CH:60][CH:61]=2)[NH:56]1, predict the reaction product. The product is: [NH:1]1[CH:5]=[CH:4][N:3]=[C:2]1[CH2:6][N:7]1[C:20](=[O:21])[C@H:19]([CH2:22][C:23](=[O:24])[N:68]2[CH2:67][CH2:66][CH:65]([N:64]3[CH2:63][C:62]4[C:57](=[CH:58][CH:59]=[CH:60][CH:61]=4)[NH:56][C:55]3=[O:54])[CH2:70][CH2:69]2)[CH2:18][C:17]2[CH:16]=[C:15]([Cl:27])[C:14]3[NH:13][N:12]=[CH:11][C:10]=3[C:9]=2[CH2:8]1. (2) Given the reactants [CH2:1]([O:3][C:4]1[CH:5]=[C:6]([CH:14]2[C:19]([C:20]3[CH:25]=[CH:24][CH:23]=[CH:22][CH:21]=3)=[C:18]([C:26]3[CH:31]=[CH:30][CH:29]=[CH:28][CH:27]=3)[NH:17][C:16](=[O:32])[CH2:15]2)[CH:7]=[C:8]([N+:11]([O-:13])=[O:12])[C:9]=1[OH:10])[CH3:2].C(=O)([O-])[O-].[K+].[K+].Cl[CH2:40][O:41][CH3:42].O, predict the reaction product. The product is: [CH2:1]([O:3][C:4]1[CH:5]=[C:6]([CH:14]2[C:19]([C:20]3[CH:21]=[CH:22][CH:23]=[CH:24][CH:25]=3)=[C:18]([C:26]3[CH:27]=[CH:28][CH:29]=[CH:30][CH:31]=3)[NH:17][C:16](=[O:32])[CH2:15]2)[CH:7]=[C:8]([N+:11]([O-:13])=[O:12])[C:9]=1[O:10][CH2:40][O:41][CH3:42])[CH3:2].